From a dataset of Full USPTO retrosynthesis dataset with 1.9M reactions from patents (1976-2016). Predict the reactants needed to synthesize the given product. (1) The reactants are: [CH2:1]([O:3][C:4]1[CH:5]=[C:6]([CH:10]=[CH:11][CH:12]=1)[C:7]([OH:9])=O)[CH3:2].S(Cl)(Cl)=O.Cl.[OH:18][C@H:19]1[CH2:23][NH:22][C@H:21]([C:24]([OH:26])=[O:25])[CH2:20]1.[OH-].[Na+]. Given the product [CH2:1]([O:3][C:4]1[CH:5]=[C:6]([CH:10]=[CH:11][CH:12]=1)[C:7]([N:22]1[CH2:23][C@H:19]([OH:18])[CH2:20][C@H:21]1[C:24]([OH:26])=[O:25])=[O:9])[CH3:2], predict the reactants needed to synthesize it. (2) Given the product [CH3:26][C:22]1[N:21]=[C:20]([C:15]2[C:14]([C:12]3[CH:11]=[CH:10][C:6]4[N:7]=[CH:8][NH:9][C:4](=[O:3])[C:5]=4[N:13]=3)=[CH:19][CH:18]=[CH:17][N:16]=2)[CH:25]=[CH:24][CH:23]=1, predict the reactants needed to synthesize it. The reactants are: Cl.C[O:3][C:4]1[C:5]2[N:13]=[C:12]([C:14]3[C:15]([C:20]4[CH:25]=[CH:24][CH:23]=[C:22]([CH3:26])[N:21]=4)=[N:16][CH:17]=[CH:18][CH:19]=3)[CH:11]=[CH:10][C:6]=2[N:7]=[CH:8][N:9]=1.